Dataset: hERG potassium channel inhibition data for cardiac toxicity prediction from Karim et al.. Task: Regression/Classification. Given a drug SMILES string, predict its toxicity properties. Task type varies by dataset: regression for continuous values (e.g., LD50, hERG inhibition percentage) or binary classification for toxic/non-toxic outcomes (e.g., AMES mutagenicity, cardiotoxicity, hepatotoxicity). Dataset: herg_karim. (1) The molecule is Cc1ncc2n1-c1ccc(Cl)cc1C(c1ccccc1F)=NC2. The result is 0 (non-blocker). (2) The compound is CN(CCOc1ccccc1)CCc1ccc(NS(C)(=O)=O)cc1. The result is 1 (blocker). (3) The molecule is C[C@@H](O[C@H]1CCN(C)C(=O)C[C@@H]1c1ccc(F)cc1)c1cc(C(F)(F)F)cc(C(F)(F)F)c1. The result is 1 (blocker). (4) The compound is O=C1O[C@]2(CC[C@H](c3nc4ccc(C(F)(F)F)cc4[nH]3)CC2)CN1c1ccccc1. The result is 1 (blocker). (5) The molecule is COc1c(F)cccc1CC(c1ccccc1)N1CCNCC1. The result is 0 (non-blocker). (6) The drug is O=C1N(CCN2Cc3ccccc3C2)CCN1Cc1cccc(C(F)(F)F)c1. The result is 1 (blocker). (7) The drug is CCN1CCN(c2nc(C)nc3sc(-c4ccccc4)cc23)CC1. The result is 0 (non-blocker).